The task is: Predict the reaction yield, written as a fraction of the theoretical maximum amount of product (1.0 means a 100% yield; for example, 0.34 means a 34% yield).. This data is from Reaction yield outcomes from USPTO patents with 853,638 reactions. (1) The reactants are [Br:1][C:2]1[CH:7]=[CH:6][C:5](/[CH:8]=[C:9](\[CH2:15][C:16]#[N:17])/[C:10]([O:12][CH2:13][CH3:14])=[O:11])=[C:4]([N+:18]([O-])=O)[CH:3]=1.C([O-])(O)=O.[Na+].CCOC(C)=O. The catalyst is CC(O)=O.O.[Fe]. The product is [NH2:17][C:16]1[CH2:15][C:9]([C:10]([O:12][CH2:13][CH3:14])=[O:11])=[CH:8][C:5]2[CH:6]=[CH:7][C:2]([Br:1])=[CH:3][C:4]=2[N:18]=1. The yield is 0.910. (2) The reactants are [C:1]1([CH3:53])[CH:6]=[CH:5][C:4]([S:7]([CH2:10][CH2:11][O:12][C:13](=[O:52])[CH2:14][O:15][C:16]2[CH:21]=[C:20](C)[C:19]([S:23]([N:26]3[C:30]4[CH:31]=[CH:32][CH:33]=[CH:34][C:29]=4[N:28]=[C:27]3[S:35]([CH2:37][C:38]3[C:43]([CH3:44])=[C:42]([O:45][CH2:46][C:47]([F:50])([F:49])[F:48])[CH:41]=[CH:40][N:39]=3)=[O:36])(=[O:25])=[O:24])=[C:18](C)[CH:17]=2)(=[O:9])=[O:8])=[CH:3][CH:2]=1.C([O-])(O)=O.[Na+]. The catalyst is C1COCC1.O. The product is [C:1]1([CH3:53])[CH:6]=[CH:5][C:4]([S:7]([CH2:10][CH2:11][O:12][C:13](=[O:52])[CH2:14][O:15][C:16]2[CH:17]=[CH:18][C:19]([S:23]([N:26]3[C:30]4[CH:31]=[CH:32][CH:33]=[CH:34][C:29]=4[N:28]=[C:27]3[S:35]([CH2:37][C:38]3[C:43]([CH3:44])=[C:42]([O:45][CH2:46][C:47]([F:50])([F:48])[F:49])[CH:41]=[CH:40][N:39]=3)=[O:36])(=[O:24])=[O:25])=[CH:20][CH:21]=2)(=[O:8])=[O:9])=[CH:3][CH:2]=1. The yield is 0.720. (3) The reactants are CN(C(ON1N=NC2C=CC=NC1=2)=[N+](C)C)C.F[P-](F)(F)(F)(F)F.[F:25][C:26]1[CH:27]=[C:28]([NH:37][C:38]([C@H:40]2[C:49]3[C:44](=[CH:45][C:46]([O:50][CH2:51][CH3:52])=[CH:47][CH:48]=3)[CH2:43][CH2:42][NH:41]2)=[O:39])[CH:29]=[C:30]([F:36])[C:31]=1[Si:32]([CH3:35])([CH3:34])[CH3:33].CCN(C(C)C)C(C)C.[C@H:62]1([C:69](O)=[O:70])[CH2:65][C@H:64]([C:66]([OH:68])=[O:67])[CH2:63]1.C(=O)([O-])O.[Na+]. The catalyst is CN(C=O)C.O.C(#N)C. The product is [F:25][C:26]1[CH:27]=[C:28]([NH:37][C:38]([C@H:40]2[C:49]3[C:44](=[CH:45][C:46]([O:50][CH2:51][CH3:52])=[CH:47][CH:48]=3)[CH2:43][CH2:42][N:41]2[C:69]([C@H:62]2[CH2:65][C@H:64]([C:66]([OH:68])=[O:67])[CH2:63]2)=[O:70])=[O:39])[CH:29]=[C:30]([F:36])[C:31]=1[Si:32]([CH3:33])([CH3:35])[CH3:34]. The yield is 0.205.